From a dataset of Full USPTO retrosynthesis dataset with 1.9M reactions from patents (1976-2016). Predict the reactants needed to synthesize the given product. Given the product [Cl:30][C:27]1[CH:28]=[CH:29][C:24]([CH:11]([C:12]2[C:20]3[C:15](=[C:16]([CH2:21][S:22][CH3:23])[CH:17]=[CH:18][CH:19]=3)[NH:14][CH:13]=2)[CH:10]([CH3:32])[CH2:9][C:1]#[N:2])=[C:25]([F:31])[CH:26]=1, predict the reactants needed to synthesize it. The reactants are: [C-:1]#[N:2].[K+].CS(O[CH2:9][CH:10]([CH3:32])[CH:11]([C:24]1[CH:29]=[CH:28][C:27]([Cl:30])=[CH:26][C:25]=1[F:31])[C:12]1[C:20]2[C:15](=[C:16]([CH2:21][S:22][CH3:23])[CH:17]=[CH:18][CH:19]=2)[NH:14][CH:13]=1)(=O)=O.